Task: Regression. Given two drug SMILES strings and cell line genomic features, predict the synergy score measuring deviation from expected non-interaction effect.. Dataset: NCI-60 drug combinations with 297,098 pairs across 59 cell lines (1) Drug 1: C1=CC(=CC=C1C#N)C(C2=CC=C(C=C2)C#N)N3C=NC=N3. Drug 2: CCN(CC)CCNC(=O)C1=C(NC(=C1C)C=C2C3=C(C=CC(=C3)F)NC2=O)C. Cell line: HT29. Synergy scores: CSS=-3.08, Synergy_ZIP=1.82, Synergy_Bliss=0.474, Synergy_Loewe=-5.28, Synergy_HSA=-4.83. (2) Drug 1: C1=CC(=CC=C1C#N)C(C2=CC=C(C=C2)C#N)N3C=NC=N3. Drug 2: CCC1(CC2CC(C3=C(CCN(C2)C1)C4=CC=CC=C4N3)(C5=C(C=C6C(=C5)C78CCN9C7C(C=CC9)(C(C(C8N6C=O)(C(=O)OC)O)OC(=O)C)CC)OC)C(=O)OC)O.OS(=O)(=O)O. Cell line: SW-620. Synergy scores: CSS=14.4, Synergy_ZIP=-6.76, Synergy_Bliss=-7.36, Synergy_Loewe=-42.7, Synergy_HSA=-6.69. (3) Drug 1: CC12CCC3C(C1CCC2OP(=O)(O)O)CCC4=C3C=CC(=C4)OC(=O)N(CCCl)CCCl.[Na+]. Drug 2: COCCOC1=C(C=C2C(=C1)C(=NC=N2)NC3=CC=CC(=C3)C#C)OCCOC.Cl. Cell line: UO-31. Synergy scores: CSS=2.17, Synergy_ZIP=4.19, Synergy_Bliss=11.8, Synergy_Loewe=-15.5, Synergy_HSA=-1.38. (4) Drug 1: CC12CCC3C(C1CCC2O)C(CC4=C3C=CC(=C4)O)CCCCCCCCCS(=O)CCCC(C(F)(F)F)(F)F. Drug 2: C1=NC2=C(N1)C(=S)N=CN2. Cell line: CCRF-CEM. Synergy scores: CSS=53.3, Synergy_ZIP=-2.29, Synergy_Bliss=-2.22, Synergy_Loewe=-30.0, Synergy_HSA=-1.12.